Task: Predict the reactants needed to synthesize the given product.. Dataset: Full USPTO retrosynthesis dataset with 1.9M reactions from patents (1976-2016) (1) Given the product [S:14]([C:17]1[CH:23]=[CH:22][C:20]([CH3:21])=[CH:19][CH:18]=1)([O:13][CH2:12][CH2:11][CH2:10][CH2:9][CH2:8][CH2:7][C:1]1[CH:6]=[CH:5][CH:4]=[CH:3][CH:2]=1)(=[O:16])=[O:15], predict the reactants needed to synthesize it. The reactants are: [C:1]1([CH2:7][CH2:8][CH2:9][CH2:10][CH2:11][CH2:12][OH:13])[CH:6]=[CH:5][CH:4]=[CH:3][CH:2]=1.[S:14](Cl)([C:17]1[CH:23]=[CH:22][C:20]([CH3:21])=[CH:19][CH:18]=1)(=[O:16])=[O:15].CCN(CC)CC. (2) Given the product [C:1]([O:5][C:6](=[O:33])[CH2:7][C@@H:8]([CH2:24][CH:25]1[CH2:26][CH2:27][C:28]2([CH2:29][CH2:30]2)[CH2:31][CH2:32]1)[C:9]([N:11]1[C@@H:15]([CH2:16][C:17]2[CH:22]=[CH:21][CH:20]=[CH:19][CH:18]=2)[CH2:14][O:13][C:12]1=[O:23])=[O:10])([CH3:4])([CH3:2])[CH3:3].[CH2:16]([C@H:15]1[CH2:14][O:13][C:12](=[O:23])[N:11]1[C:9](=[O:10])[C@H:8]([CH2:24][CH:25]1[CH2:32][CH2:31][C:28]2([CH2:29][CH2:30]2)[CH2:27][CH2:26]1)[CH2:7][C:6]([OH:33])=[O:5])[C:17]1[CH:18]=[CH:19][CH:20]=[CH:21][CH:22]=1, predict the reactants needed to synthesize it. The reactants are: [C:1]([O:5][C:6](=[O:33])[CH2:7][C@@H:8]([CH2:24][CH:25]1[CH2:32][CH2:31][C:28]2([CH2:30][CH2:29]2)[CH2:27][CH2:26]1)[C:9]([N:11]1[C@@H:15]([CH2:16][C:17]2[CH:22]=[CH:21][CH:20]=[CH:19][CH:18]=2)[CH2:14][O:13][C:12]1=[O:23])=[O:10])([CH3:4])([CH3:3])[CH3:2].CCN(CC)CC.[Si](OS(C(F)(F)F)(=O)=O)(C)(C)C.O. (3) The reactants are: Cl[C:2]1[N:3]=[C:4]([N:16]2[CH2:21][CH2:20][O:19][CH2:18][CH2:17]2)[C:5]2[CH2:10][N:9]([C:11]([O:13][CH2:14][CH3:15])=[O:12])[CH2:8][C:6]=2[N:7]=1.[F:22][C:23]1[CH:24]=[C:25]([NH:38][C:39]([NH:41][CH2:42][CH2:43][F:44])=[O:40])[CH:26]=[CH:27][C:28]=1B1OC(C)(C)C(C)(C)O1. Given the product [F:22][C:23]1[CH:24]=[C:25]([NH:38][C:39]([NH:41][CH2:42][CH2:43][F:44])=[O:40])[CH:26]=[CH:27][C:28]=1[C:2]1[N:3]=[C:4]([N:16]2[CH2:21][CH2:20][O:19][CH2:18][CH2:17]2)[C:5]2[CH2:10][N:9]([C:11]([O:13][CH2:14][CH3:15])=[O:12])[CH2:8][C:6]=2[N:7]=1, predict the reactants needed to synthesize it. (4) The reactants are: [OH:1][C:2]1[CH:3]=[CH:4][CH:5]=[C:6]2[C:11]=1[N:10]=[C:9]([CH3:12])[CH:8]=[CH:7]2.[O:13]1CCOCC1. Given the product [OH:1][C:2]1[CH:3]=[CH:4][CH:5]=[C:6]2[C:11]=1[N:10]=[C:9]([CH:12]=[O:13])[CH:8]=[CH:7]2, predict the reactants needed to synthesize it. (5) The reactants are: Br[C:2]1[N:7]=[CH:6][CH:5]=[CH:4][N:3]=1.[C:8]1(B2OC(C)(C)C(C)(C)O2)[CH:13]=[CH:12][C:11]([B:14]2[O:18][C:17]([CH3:20])([CH3:19])[C:16]([CH3:22])([CH3:21])[O:15]2)=[CH:10][CH:9]=1.[O-]P([O-])([O-])=O.[K+].[K+].[K+].O. Given the product [CH3:19][C:17]1([CH3:20])[C:16]([CH3:21])([CH3:22])[O:15][B:14]([C:11]2[CH:12]=[CH:13][C:8]([C:2]3[N:7]=[CH:6][CH:5]=[CH:4][N:3]=3)=[CH:9][CH:10]=2)[O:18]1, predict the reactants needed to synthesize it. (6) Given the product [CH2:22]([N:9]1[C:10]2[C:15](=[CH:14][C:13]([F:18])=[C:12]([F:19])[C:11]=2[OH:20])[C:16](=[O:17])[C:7]([C:5]([OH:6])=[O:4])=[CH:8]1)[CH3:23], predict the reactants needed to synthesize it. The reactants are: Br.C([O:4][C:5]([C:7]1[C:16](=[O:17])[C:15]2[C:10](=[C:11]([O:20]C)[C:12]([F:19])=[C:13]([F:18])[CH:14]=2)[N:9]([CH2:22][CH3:23])[CH:8]=1)=[O:6])C.O. (7) Given the product [C:1]([O:5][C:6](=[O:23])[NH:7][C:8]1[CH:13]=[CH:12][C:11]([C:14]2[CH:19]=[CH:18][C:17]([F:20])=[CH:16][C:15]=2[F:21])=[CH:10][C:9]=1[NH:22][C:27](=[O:26])[CH2:28][C:29]([C:31]1[CH:38]=[CH:37][CH:36]=[C:33]([C:34]#[N:35])[CH:32]=1)=[O:30])([CH3:4])([CH3:2])[CH3:3], predict the reactants needed to synthesize it. The reactants are: [C:1]([O:5][C:6](=[O:23])[NH:7][C:8]1[CH:13]=[CH:12][C:11]([C:14]2[CH:19]=[CH:18][C:17]([F:20])=[CH:16][C:15]=2[F:21])=[CH:10][C:9]=1[NH2:22])([CH3:4])([CH3:3])[CH3:2].CC1(C)[O:30][C:29]([C:31]2[CH:32]=[C:33]([CH:36]=[CH:37][CH:38]=2)[C:34]#[N:35])=[CH:28][C:27](=O)[O:26]1.